From a dataset of Forward reaction prediction with 1.9M reactions from USPTO patents (1976-2016). Predict the product of the given reaction. (1) Given the reactants [N+:1]([C:4]1[CH:5]=[C:6]([CH:14]=[CH:15][CH:16]=1)[CH:7]=[CH:8][C:9]([O:11][CH2:12][CH3:13])=[O:10])([O-])=O.O.O.Cl[Sn]Cl, predict the reaction product. The product is: [CH2:12]([O:11][C:9](=[O:10])[CH:8]=[CH:7][C:6]1[CH:14]=[CH:15][CH:16]=[C:4]([NH2:1])[CH:5]=1)[CH3:13]. (2) Given the reactants [Br:1][C:2]1[CH:7]=[CH:6][C:5]([C:8]2(C(N)=O)[CH2:11][C:10]3([O:15][CH2:14][CH2:13][O:12]3)[CH2:9]2)=[CH:4][CH:3]=1.O.FC(F)(F)C(OI(C1C=CC=CC=1)OC(=O)C(F)(F)F)=O.C([O-])(O)=O.[Na+].CC#[N:48], predict the reaction product. The product is: [Br:1][C:2]1[CH:7]=[CH:6][C:5]([C:8]2([NH2:48])[CH2:11][C:10]3([O:15][CH2:14][CH2:13][O:12]3)[CH2:9]2)=[CH:4][CH:3]=1. (3) The product is: [O:8]([C:5]1[CH:4]=[CH:3][C:2]([NH:1][C@H:16]([C:17]([OH:19])=[O:18])[CH3:20])=[CH:7][N:6]=1)[C:9]1[CH:14]=[CH:13][CH:12]=[CH:11][CH:10]=1. Given the reactants [NH2:1][C:2]1[CH:3]=[CH:4][C:5]([O:8][C:9]2[CH:14]=[CH:13][CH:12]=[CH:11][CH:10]=2)=[N:6][CH:7]=1.Br[CH:16]([CH3:20])[C:17]([OH:19])=[O:18], predict the reaction product. (4) The product is: [Cl:8][C:6]1[CH:7]=[C:2]([C:19]2[CH:20]=[CH:21][C:16]([F:15])=[CH:17][CH:18]=2)[N:3]=[C:4]([N:9]2[CH2:13][CH2:12][CH2:11][CH:10]2[CH3:14])[N:5]=1. Given the reactants Cl[C:2]1[CH:7]=[C:6]([Cl:8])[N:5]=[C:4]([N:9]2[CH2:13][CH2:12][CH2:11][CH:10]2[CH3:14])[N:3]=1.[F:15][C:16]1[CH:21]=[CH:20][C:19](B(O)O)=[CH:18][CH:17]=1.P([O-])([O-])([O-])=O.[K+].[K+].[K+], predict the reaction product. (5) Given the reactants [Br:1][C:2]1[CH:7]=[C:6]([F:8])[CH:5]=[C:4]([Br:9])[C:3]=1I.C([Mg]Cl)(C)C.C1C[O:19][CH2:18]C1.CN(C=O)C, predict the reaction product. The product is: [Br:1][C:2]1[CH:7]=[C:6]([F:8])[CH:5]=[C:4]([Br:9])[C:3]=1[CH:18]=[O:19]. (6) Given the reactants [CH3:1][C:2]([NH:4][C@@H:5]1[C:15]2[CH:16]=[C:17]([O:20][P:21]([OH:24])([OH:23])=[O:22])[CH:18]=[CH:19][C:14]=2[C:13]2[C:8](=[CH:9][C:10]([O:29][CH3:30])=[C:11]([O:27][CH3:28])[C:12]=2[O:25][CH3:26])[CH2:7][CH2:6]1)=[O:3].[O-]O.CS(O)(=O)=O.S([O-])([O-])(=O)=S.[Na+].[Na+].C(=O)(O)[O-].[Na+], predict the reaction product. The product is: [CH3:1][C:2]([NH:4][C@@H:5]1[C:15]2[CH:16]=[C:17]([O:20][P:21]([OH:24])([OH:23])=[O:22])[CH:18]=[CH:19][C:14]=2[C:13]2[C:8](=[CH:9][C:10]([O:29][CH3:30])=[C:11]([O:27][CH3:28])[C:12]=2[O:25][CH3:26])[CH2:7][CH2:6]1)=[O:3].[C:17]1([OH:20])[CH:18]=[CH:19][CH:14]=[CH:15][CH:16]=1. (7) Given the reactants [BH4-].[Na+].[CH3:3][O:4][C:5]1[CH:12]=[CH:11][C:8]([C:9]#[N:10])=[CH:7][C:6]=1[N+:13]([O-])=O, predict the reaction product. The product is: [NH2:13][C:6]1[CH:7]=[C:8]([CH:11]=[CH:12][C:5]=1[O:4][CH3:3])[C:9]#[N:10].